The task is: Regression/Classification. Given a drug SMILES string, predict its absorption, distribution, metabolism, or excretion properties. Task type varies by dataset: regression for continuous measurements (e.g., permeability, clearance, half-life) or binary classification for categorical outcomes (e.g., BBB penetration, CYP inhibition). Dataset: cyp2d6_substrate_carbonmangels.. This data is from CYP2D6 substrate classification data from Carbon-Mangels et al.. (1) The result is 0 (non-substrate). The drug is COc1ccccc1Oc1c(NS(=O)(=O)c2ccc(C(C)C)cn2)nc(-c2ccnc(-c3nn[nH]n3)c2)nc1OCCO. (2) The compound is Cc1ncc([N+](=O)[O-])n1CCO. The result is 0 (non-substrate). (3) The compound is C[C@]12CC[C@@H]3c4ccc(O)cc4CC[C@H]3[C@@H]1CC[C@@H]2O. The result is 1 (substrate). (4) The compound is COc1c(N2CCN[C@@H](C)C2)c(F)cc2c(=O)c(C(=O)O)cn(C3CC3)c12. The result is 0 (non-substrate). (5) The drug is COc1ccc2c3c1O[C@H]1[C@@H](O)CC[C@H]4[C@@H](C2)N(C)CC[C@]314. The result is 1 (substrate). (6) The molecule is COc1ccc2c3c1O[C@H]1C(=O)CC[C@H]4[C@@H](C2)N(C)CC[C@]314. The result is 1 (substrate).